Dataset: NCI-60 drug combinations with 297,098 pairs across 59 cell lines. Task: Regression. Given two drug SMILES strings and cell line genomic features, predict the synergy score measuring deviation from expected non-interaction effect. (1) Drug 1: C1=NC(=NC(=O)N1C2C(C(C(O2)CO)O)O)N. Drug 2: CS(=O)(=O)CCNCC1=CC=C(O1)C2=CC3=C(C=C2)N=CN=C3NC4=CC(=C(C=C4)OCC5=CC(=CC=C5)F)Cl. Cell line: SK-MEL-5. Synergy scores: CSS=7.74, Synergy_ZIP=-0.629, Synergy_Bliss=1.26, Synergy_Loewe=-0.220, Synergy_HSA=0.285. (2) Drug 1: CC1C(C(CC(O1)OC2CC(OC(C2O)C)OC3=CC4=CC5=C(C(=O)C(C(C5)C(C(=O)C(C(C)O)O)OC)OC6CC(C(C(O6)C)O)OC7CC(C(C(O7)C)O)OC8CC(C(C(O8)C)O)(C)O)C(=C4C(=C3C)O)O)O)O. Drug 2: CC1=C(C(=O)C2=C(C1=O)N3CC4C(C3(C2COC(=O)N)OC)N4)N. Cell line: CCRF-CEM. Synergy scores: CSS=73.2, Synergy_ZIP=-0.853, Synergy_Bliss=-0.206, Synergy_Loewe=-13.3, Synergy_HSA=0.404. (3) Drug 1: CC(C1=C(C=CC(=C1Cl)F)Cl)OC2=C(N=CC(=C2)C3=CN(N=C3)C4CCNCC4)N. Drug 2: CC(C)CN1C=NC2=C1C3=CC=CC=C3N=C2N. Cell line: SF-268. Synergy scores: CSS=0.530, Synergy_ZIP=1.39, Synergy_Bliss=-2.56, Synergy_Loewe=-9.29, Synergy_HSA=-6.70. (4) Drug 1: COC1=NC(=NC2=C1N=CN2C3C(C(C(O3)CO)O)O)N. Drug 2: CN(C(=O)NC(C=O)C(C(C(CO)O)O)O)N=O. Cell line: M14. Synergy scores: CSS=-9.68, Synergy_ZIP=21.2, Synergy_Bliss=20.4, Synergy_Loewe=2.84, Synergy_HSA=2.76. (5) Drug 1: CS(=O)(=O)C1=CC(=C(C=C1)C(=O)NC2=CC(=C(C=C2)Cl)C3=CC=CC=N3)Cl. Drug 2: CC1=C(C(CCC1)(C)C)C=CC(=CC=CC(=CC(=O)O)C)C. Cell line: A498. Synergy scores: CSS=4.68, Synergy_ZIP=-2.66, Synergy_Bliss=-2.26, Synergy_Loewe=-0.807, Synergy_HSA=-1.48.